Dataset: Reaction yield outcomes from USPTO patents with 853,638 reactions. Task: Predict the reaction yield, written as a fraction of the theoretical maximum amount of product (1.0 means a 100% yield; for example, 0.34 means a 34% yield). (1) The reactants are [Br:1][C:2]1[N:7]=[C:6]([C@@:8]([NH:18][C:19]([NH:21][C:22](=[O:29])[C:23]2[CH:28]=[CH:27][CH:26]=[CH:25][CH:24]=2)=S)([C@@H:10]([F:17])[C@@H:11]([OH:16])[C:12]([F:15])([F:14])[F:13])[CH3:9])[C:5]([F:30])=[CH:4][CH:3]=1.CCN=C=NCCCN(C)C.Cl. The catalyst is C(#N)C. The product is [Br:1][C:2]1[N:7]=[C:6]([C@:8]2([CH3:9])[C@@H:10]([F:17])[C@H:11]([C:12]([F:15])([F:14])[F:13])[O:16][C:19]([NH:21][C:22](=[O:29])[C:23]3[CH:28]=[CH:27][CH:26]=[CH:25][CH:24]=3)=[N:18]2)[C:5]([F:30])=[CH:4][CH:3]=1. The yield is 0.747. (2) The reactants are Br[C:2]1[CH:9]=[C:8]([NH:10][CH:11]2[CH2:16][CH2:15][CH:14]([OH:17])[CH2:13][CH2:12]2)[C:5]([C:6]#[N:7])=[C:4]([F:18])[CH:3]=1.[CH3:19][C:20]1([CH3:34])[CH2:28][C:27]2[NH:26][N:25]=[C:24]([C:29]([F:32])([F:31])[F:30])[C:23]=2[C:22](=[O:33])[CH2:21]1.C([O-])([O-])=O.[K+].[K+].CNCCNC. The catalyst is O1CCOCC1.[Cu]I. The product is [CH3:19][C:20]1([CH3:34])[CH2:28][C:27]2[N:26]([C:2]3[CH:9]=[C:8]([NH:10][CH:11]4[CH2:16][CH2:15][CH:14]([OH:17])[CH2:13][CH2:12]4)[C:5]([C:6]#[N:7])=[C:4]([F:18])[CH:3]=3)[N:25]=[C:24]([C:29]([F:32])([F:31])[F:30])[C:23]=2[C:22](=[O:33])[CH2:21]1. The yield is 0.530. (3) The reactants are [F:1][C:2]1[CH:3]=[C:4]([C:11]2[CH:16]=[CH:15][C:14]([C:17](=[O:26])[CH2:18][C:19]([CH3:25])([CH3:24])[C:20]([O:22][CH3:23])=[O:21])=[CH:13][CH:12]=2)[CH:5]=[CH:6][C:7]=1[NH:8]C=O.Cl. The catalyst is CO. The product is [NH2:8][C:7]1[CH:6]=[CH:5][C:4]([C:11]2[CH:12]=[CH:13][C:14]([C:17](=[O:26])[CH2:18][C:19]([CH3:24])([CH3:25])[C:20]([O:22][CH3:23])=[O:21])=[CH:15][CH:16]=2)=[CH:3][C:2]=1[F:1]. The yield is 0.890. (4) The reactants are C(OC(=O)[NH:7][C:8](=[N:48]C(OC(C)(C)C)=O)[N:9]1[CH2:14][CH2:13][CH:12]([CH2:15][NH:16][C:17](=[O:47])[CH2:18][NH:19][C:20](=[O:46])[C:21]2[CH:26]=[CH:25][C:24]([S:27](=[O:45])(=[O:44])[NH:28][C:29]3[CH:34]=[CH:33][CH:32]=[CH:31][C:30]=3[O:35][C:36]3[CH:41]=[CH:40][C:39]([Cl:42])=[CH:38][C:37]=3[Cl:43])=[CH:23][CH:22]=2)[CH2:11][CH2:10]1)(C)(C)C. The catalyst is C(OCC)(=O)C. The product is [ClH:42].[C:8]([N:9]1[CH2:10][CH2:11][CH:12]([CH2:15][NH:16][C:17]([CH2:18][NH:19][C:20](=[O:46])[C:21]2[CH:26]=[CH:25][C:24]([S:27](=[O:45])(=[O:44])[NH:28][C:29]3[CH:34]=[CH:33][CH:32]=[CH:31][C:30]=3[O:35][C:36]3[CH:41]=[CH:40][C:39]([Cl:42])=[CH:38][C:37]=3[Cl:43])=[CH:23][CH:22]=2)=[O:47])[CH2:13][CH2:14]1)(=[NH:7])[NH2:48]. The yield is 0.980. (5) The reactants are [CH:1]1[C:10]2[C:5](=[CH:6][CH:7]=[CH:8][CH:9]=2)[CH:4]=[C:3]([C:11]([NH:13][C:14]2[NH:18][C:17]3[CH:19]=[C:20]([O:26][CH2:27][CH3:28])[CH:21]=[C:22]([C:23]([OH:25])=O)[C:16]=3[N:15]=2)=[O:12])[N:2]=1.CN(C(ON1N=NC2C=CC=CC1=2)=[N+](C)C)C.F[P-](F)(F)(F)(F)F.CCN(C(C)C)C(C)C.S(O)(O)(=O)=O.[NH2:67][C:68]1[NH:69][CH:70]=[CH:71][N:72]=1. The catalyst is CN(C=O)C.[Cl-].[Na+].O. The product is [CH2:27]([O:26][C:20]1[CH:21]=[C:22]([C:23](=[O:25])[NH:67][C:68]2[NH:69][CH:70]=[CH:71][N:72]=2)[C:16]2[NH:15][C:14]([NH:13][C:11]([C:3]3[N:2]=[CH:1][C:10]4[C:5]([CH:4]=3)=[CH:6][CH:7]=[CH:8][CH:9]=4)=[O:12])=[N:18][C:17]=2[CH:19]=1)[CH3:28]. The yield is 0.230. (6) The reactants are [Br:1][C:2]1[C:7]([CH3:8])=[CH:6][C:5]([CH3:9])=[CH:4][C:3]=1O.[OH-:11].[Na+].O.[Cl:14][CH2:15][CH2:16]Cl. The catalyst is [Cl-].C([N+](CCCC)(CCCC)CCCC)C1C=CC=CC=1. The product is [Br:1][CH:2]1[CH:3]=[CH:4][C:5]([CH3:9])=[CH:6][C:7]1([O:11][CH2:16][CH2:15][Cl:14])[CH3:8]. The yield is 0.900. (7) The reactants are [CH2:1]([N:8]1[CH2:13][CH2:12][CH:11]([N:14]([CH3:35])[C:15](=[O:34])[CH2:16][O:17][C:18]2[N:23]=[C:22]([CH3:24])[C:21]([NH:25]C(=O)OC(C)(C)C)=[C:20]([CH3:33])[N:19]=2)[CH2:10][CH2:9]1)[C:2]1[CH:7]=[CH:6][CH:5]=[CH:4][CH:3]=1.C(OC(NC1C(C)=NC(OCC(O)=O)=NC=1C)=O)(C)(C)C.Cl. The catalyst is C(Cl)(Cl)Cl. The product is [NH2:25][C:21]1[C:22]([CH3:24])=[N:23][C:18]([O:17][CH2:16][C:15]([N:14]([CH:11]2[CH2:12][CH2:13][N:8]([CH2:1][C:2]3[CH:3]=[CH:4][CH:5]=[CH:6][CH:7]=3)[CH2:9][CH2:10]2)[CH3:35])=[O:34])=[N:19][C:20]=1[CH3:33]. The yield is 1.04.